This data is from Catalyst prediction with 721,799 reactions and 888 catalyst types from USPTO. The task is: Predict which catalyst facilitates the given reaction. (1) Reactant: [Cl:1][C:2]1[CH:3]=[C:4]([C:13]2[O:14][CH:15]=[C:16]([CH2:18][N:19]3[CH2:24][CH2:23][CH2:22][CH2:21][CH2:20]3)[N:17]=2)[CH:5]=[CH:6][C:7]=1[O:8][CH2:9][CH2:10][CH2:11]Cl.[CH3:25][CH:26]1[CH2:30][CH2:29][CH2:28][NH:27]1.[I-].[Na+]. Product: [Cl:1][C:2]1[CH:3]=[C:4]([C:13]2[O:14][CH:15]=[C:16]([CH2:18][N:19]3[CH2:24][CH2:23][CH2:22][CH2:21][CH2:20]3)[N:17]=2)[CH:5]=[CH:6][C:7]=1[O:8][CH2:9][CH2:10][CH2:11][N:27]1[CH2:28][CH2:29][CH2:30][CH:26]1[CH3:25]. The catalyst class is: 10. (2) Reactant: [CH3:1][O:2][C:3]1[CH:8]=[CH:7][C:6]([N:9]2[C:13]3[C:14](=O)[NH:15][CH2:16][CH2:17][C:12]=3[C:11]([S:19]([CH3:22])(=[O:21])=[O:20])=[N:10]2)=[CH:5][CH:4]=1.[C:23]([O-:26])([O-])=O.[K+].[K+].N1[C:42]2[C:33](=[CH:34][CH:35]=[C:36]3[C:41]=2[N:40]=[CH:39][CH:38]=[CH:37]3)[CH:32]=[CH:31]C=1.[CH3:43][CH2:44]OC(C)=O.CS(C)=[O:51]. Product: [CH3:1][O:2][C:3]1[CH:4]=[CH:5][C:6]([N:9]2[C:13]3[C:23](=[O:26])[N:15]([C:14]4[CH:31]=[CH:32][C:33]([C:42]5([CH2:41][N:40]6[CH2:39][CH2:38][CH2:37][C:36]6=[O:51])[CH2:44][CH2:43]5)=[CH:34][CH:35]=4)[CH2:16][CH2:17][C:12]=3[C:11]([S:19]([CH3:22])(=[O:20])=[O:21])=[N:10]2)=[CH:7][CH:8]=1. The catalyst class is: 205. (3) Reactant: [NH2:1][C:2]1[N:3]=[C:4]([N:20]2[CH2:25][CH2:24][NH:23][CH2:22][CH2:21]2)[C:5]2[N:10]=[C:9]([CH2:11][CH2:12][C:13]3[CH:18]=[CH:17][C:16]([F:19])=[CH:15][CH:14]=3)[S:8][C:6]=2[N:7]=1.C(N(C(C)C)CC)(C)C.[C:35]1([CH2:41][CH2:42][C:43](Cl)=[O:44])[CH:40]=[CH:39][CH:38]=[CH:37][CH:36]=1. Product: [NH2:1][C:2]1[N:3]=[C:4]([N:20]2[CH2:25][CH2:24][N:23]([C:43](=[O:44])[CH2:42][CH2:41][C:35]3[CH:40]=[CH:39][CH:38]=[CH:37][CH:36]=3)[CH2:22][CH2:21]2)[C:5]2[N:10]=[C:9]([CH2:11][CH2:12][C:13]3[CH:18]=[CH:17][C:16]([F:19])=[CH:15][CH:14]=3)[S:8][C:6]=2[N:7]=1. The catalyst class is: 4. (4) Reactant: [C-:1]#[N:2].[K+].[S:4]1[CH:8]=[CH:7][C:6]([CH:9]=[O:10])=[CH:5]1.C(O)(=O)C.C([O-])(O)=O.[Na+]. Product: [OH:10][CH:9]([C:6]1[CH:7]=[CH:8][S:4][CH:5]=1)[C:1]#[N:2]. The catalyst class is: 5. (5) Reactant: [NH2:1][CH2:2][C:3]1[CH:8]=[C:7]([C:9]2[CH:14]=[CH:13][N:12]=[C:11]([NH:15][C:16]3[CH:21]=[CH:20][CH:19]=[C:18]([Cl:22])[CH:17]=3)[N:10]=2)[CH:6]=[CH:5][N:4]=1.C[CH2:24][CH2:25][CH2:26][CH2:27][N:28]=[C:29]=[S:30].[CH2:31](N(CC)CC)C. Product: [Cl:22][C:18]1[CH:17]=[C:16]([NH:15][C:11]2[N:10]=[C:9]([C:7]3[CH:6]=[CH:5][N:4]=[C:3]([CH2:2][NH:1][C:29]([NH:28][CH2:27][CH:26]([CH3:31])[CH2:25][CH3:24])=[S:30])[CH:8]=3)[CH:14]=[CH:13][N:12]=2)[CH:21]=[CH:20][CH:19]=1. The catalyst class is: 9. (6) Reactant: [CH3:1][C:2]1[CH:28]=[CH:27][CH:26]=[C:25]([CH3:29])[C:3]=1[O:4][C:5]1[CH:6]=[C:7]([CH:22]=[CH:23][CH:24]=1)[CH2:8][O:9][C:10]1[CH:15]=[CH:14][C:13]([CH2:16][CH2:17][C:18]([O:20]C)=[O:19])=[CH:12][CH:11]=1.[OH-].[Na+]. Product: [CH3:1][C:2]1[CH:28]=[CH:27][CH:26]=[C:25]([CH3:29])[C:3]=1[O:4][C:5]1[CH:6]=[C:7]([CH:22]=[CH:23][CH:24]=1)[CH2:8][O:9][C:10]1[CH:11]=[CH:12][C:13]([CH2:16][CH2:17][C:18]([OH:20])=[O:19])=[CH:14][CH:15]=1. The catalyst class is: 5.